Task: Predict the reactants needed to synthesize the given product.. Dataset: Full USPTO retrosynthesis dataset with 1.9M reactions from patents (1976-2016) (1) Given the product [Cl:42][C:43]1[CH:48]=[CH:47][C:46]([C:49]2[O:53][CH:52]=[N:51][C:50]=2[CH:54]([NH:64][C:77](=[O:78])[CH2:76][C:73]2[C:71]3=[N:72][C:67]([O:66][CH3:65])=[CH:68][CH:69]=[C:70]3[NH:75][CH:74]=2)[CH2:55][C:56]2[CH:61]=[C:60]([F:62])[CH:59]=[C:58]([F:63])[CH:57]=2)=[CH:45][CH:44]=1, predict the reactants needed to synthesize it. The reactants are: FC1C=C(C[C@H](NC(=O)CN2C3CCCCC=3C(C(F)(F)F)=N2)C2N(C3C=CC(OC)=CC=3)C=CN=2)C=C(F)C=1.Cl.[Cl:42][C:43]1[CH:48]=[CH:47][C:46]([C:49]2[O:53][CH:52]=[N:51][C:50]=2[CH:54]([NH2:64])[CH2:55][C:56]2[CH:61]=[C:60]([F:62])[CH:59]=[C:58]([F:63])[CH:57]=2)=[CH:45][CH:44]=1.[CH3:65][O:66][C:67]1[N:72]=[C:71]2[C:73]([CH2:76][C:77](O)=[O:78])=[CH:74][NH:75][C:70]2=[CH:69][CH:68]=1. (2) Given the product [C:1]([O:5][C:6](=[O:36])[CH2:7][C@H:8]([NH:16][S:17]([C:20]1[CH:25]=[CH:24][C:23]([NH:26][C:27](=[O:34])[CH2:28][CH2:29][CH2:30][N:31]([CH3:33])[CH3:32])=[CH:22][C:21]=1[O:35][CH2:48][CH2:47][C:42]1[CH:43]=[CH:44][CH:45]=[C:46]2[C:41]=1[CH:40]=[CH:39][CH:38]=[N:37]2)(=[O:19])=[O:18])[CH:9]([O:10][CH2:11][CH3:12])[O:13][CH2:14][CH3:15])([CH3:3])([CH3:2])[CH3:4], predict the reactants needed to synthesize it. The reactants are: [C:1]([O:5][C:6](=[O:36])[CH2:7][C@H:8]([NH:16][S:17]([C:20]1[CH:25]=[CH:24][C:23]([NH:26][C:27](=[O:34])[CH2:28][CH2:29][CH2:30][N:31]([CH3:33])[CH3:32])=[CH:22][C:21]=1[OH:35])(=[O:19])=[O:18])[CH:9]([O:13][CH2:14][CH3:15])[O:10][CH2:11][CH3:12])([CH3:4])([CH3:3])[CH3:2].[N:37]1[C:46]2[C:41](=[C:42]([CH2:47][CH2:48]O)[CH:43]=[CH:44][CH:45]=2)[CH:40]=[CH:39][CH:38]=1.C1(P(C2C=CC=CC=2)C2C=CC=CC=2)C=CC=CC=1.N(C(OCC)=O)=NC(OCC)=O. (3) Given the product [CH3:24][O:25][C:20]1[N:19]=[N:18][C:17]([N:7]2[C:8]([C:10]3[CH:11]=[N:12][C:13]([CH3:16])=[CH:14][CH:15]=3)=[CH:9][C:5]([C:3]([OH:2])=[O:4])=[N:6]2)=[CH:22][CH:21]=1, predict the reactants needed to synthesize it. The reactants are: C[O:2][C:3]([C:5]1[CH:9]=[C:8]([C:10]2[CH:11]=[N:12][C:13]([CH3:16])=[CH:14][CH:15]=2)[N:7]([C:17]2[N:18]=[N:19][C:20](Cl)=[CH:21][CH:22]=2)[N:6]=1)=[O:4].[CH3:24][O-:25].[Na+].O.Cl. (4) Given the product [CH:17]1([CH:13]([N:11]2[CH:12]=[C:8]([C:6]3[C:5]([O:20][CH3:21])=[CH:4][N:3]=[C:2]([NH:30][C:29]4[CH:31]=[CH:32][CH:33]=[C:27]([C:26]5[O:22][CH:23]=[N:24][CH:25]=5)[CH:28]=4)[N:7]=3)[CH:9]=[N:10]2)[CH2:14][C:15]#[N:16])[CH2:19][CH2:18]1, predict the reactants needed to synthesize it. The reactants are: Cl[C:2]1[N:7]=[C:6]([C:8]2[CH:9]=[N:10][N:11]([CH:13]([CH:17]3[CH2:19][CH2:18]3)[CH2:14][C:15]#[N:16])[CH:12]=2)[C:5]([O:20][CH3:21])=[CH:4][N:3]=1.[O:22]1[C:26]([C:27]2[CH:28]=[C:29]([CH:31]=[CH:32][CH:33]=2)[NH2:30])=[CH:25][N:24]=[CH:23]1.C1(C)C=CC(S(O)(=O)=O)=CC=1.O1CCOCC1. (5) Given the product [NH2:11][CH:5]([C:6]([O:8][CH2:9][CH3:10])=[O:7])[CH:4]([N:14]1[CH:18]=[CH:17][C:16]([CH3:19])=[C:15]1[C:20]([O:22][CH3:23])=[O:21])[O:3][CH2:1][CH3:2], predict the reactants needed to synthesize it. The reactants are: [CH2:1]([O:3][CH:4]([N:14]1[CH:18]=[CH:17][C:16]([CH3:19])=[C:15]1[C:20]([O:22][CH3:23])=[O:21])[CH:5]([N+:11]([O-])=O)[C:6]([O:8][CH2:9][CH3:10])=[O:7])[CH3:2].[BH4-].[Na+].Cl. (6) Given the product [Cl:35][CH2:36][C:37]1[N:38]=[C:39]2[C:44]([F:1])=[CH:43][N:42]([C:45]3[CH:46]=[CH:47][C:48]([F:51])=[CH:49][CH:50]=3)[C:41](=[O:52])[N:40]2[CH:53]=1, predict the reactants needed to synthesize it. The reactants are: [F:1]C1C(N)=NC(=O)NC=1.FC1C=CC(B(O)O)=CC=1.NC1C=CN(C2C=CC(F)=CC=2)C(=O)N=1.[Cl:35][CH2:36][C:37]1[N:38]=[C:39]2[CH:44]=[CH:43][N:42]([C:45]3[CH:50]=[CH:49][C:48]([F:51])=[CH:47][CH:46]=3)[C:41](=[O:52])[N:40]2[CH:53]=1. (7) Given the product [CH3:11][CH:12]1[CH2:17][CH2:16][N:15]([C:18]([O:10][C:3]2[C:4]3[C:5](=[N:6][CH:7]=[CH:8][CH:9]=3)[O:1][N:2]=2)=[O:19])[CH2:14][CH2:13]1, predict the reactants needed to synthesize it. The reactants are: [O:1]1[C:5]2=[N:6][CH:7]=[CH:8][CH:9]=[C:4]2[C:3]([OH:10])=[N:2]1.[CH3:11][CH:12]1[CH2:17][CH2:16][N:15]([C:18](Cl)=[O:19])[CH2:14][CH2:13]1.C(N(CC)CC)C.